This data is from B-cell epitopes from IEDB database with 3,159 antigens for binding position prediction. The task is: Token-level Classification. Given an antigen amino acid sequence, predict which amino acid positions are active epitope sites capable of antibody binding. Output is a list of indices for active positions. Given the antigen sequence: MASLIYRQLLTNSYSVDLHDEIEQIGSEKTQNVTINPSPFAQTRYAPVNWGHGEINDSTTVEPMLDGPYQPTTFTPPNDYWILINSNTNGVVYESTNNSDFWTAVVAIEPHVNPVDRQYTIFGESKQFNVSNDSNKWKFLEMFRSSSQNEFYNRRTLTSDTRFVGILKYGGRVWTFHGETPRATTDSSSTANLNNISITIHSEFYIIPRSQESKCNEYINNGLPPIQNTRNVVPLPLSSRSIQYKRAQVNEDIIVSKTSLWKEMQYNRDIIIRFKFGNSIVKMGGLGYKWSEISYKAANYQYNYLRDGEQVTAHTTCSVNGVNNFSYNGGFLPTDFGISRYEVIKENSYVYVDYWDDSKAFRNMVYVRSLAANLNSVKCTGGSYNFSIPVGAWPVMNGGAVSLHFAGVTLSTQFTDFVSLNSLRFRFSLTVDEPPFSILRTRTVNLYGLPAANPNNGNEYYEISGRFSLIYLVPTNDDYQTPIMNSVTVRQDLERQLTDL..., which amino acid positions are active epitope sites? The epitope positions are: [222, 223, 224, 225, 226, 227, 228, 229, 230, 231, 232, 233]. The amino acids at these positions are: LPPIQNTRNVVP.